From a dataset of Peptide-MHC class II binding affinity with 134,281 pairs from IEDB. Regression. Given a peptide amino acid sequence and an MHC pseudo amino acid sequence, predict their binding affinity value. This is MHC class II binding data. The peptide sequence is KLIEKINAGFKAALAAAAGV. The binding affinity (normalized) is 0.385. The MHC is HLA-DPA10301-DPB10402 with pseudo-sequence HLA-DPA10301-DPB10402.